This data is from Forward reaction prediction with 1.9M reactions from USPTO patents (1976-2016). The task is: Predict the product of the given reaction. Given the reactants Cl[C:2]1[CH:7]=[CH:6][C:5]([Cl:8])=[CH:4][N:3]=1.[S:9]1[C:13]2[CH:14]=[CH:15][CH:16]=[CH:17][C:12]=2[CH:11]=[C:10]1B(O)O.C1(C)C=CC=CC=1.C(=O)([O-])[O-].[Na+].[Na+], predict the reaction product. The product is: [Cl:8][C:5]1[CH:6]=[CH:7][C:2]([C:10]2[S:9][C:13]3[CH:14]=[CH:15][CH:16]=[CH:17][C:12]=3[CH:11]=2)=[N:3][CH:4]=1.